This data is from Reaction yield outcomes from USPTO patents with 853,638 reactions. The task is: Predict the reaction yield, written as a fraction of the theoretical maximum amount of product (1.0 means a 100% yield; for example, 0.34 means a 34% yield). (1) The reactants are I[CH2:2][C@@H:3]1[O:7][C:6](=[O:8])[N:5]([C:9]2[CH:14]=[CH:13][C:12]([N:15]3[CH2:20][CH2:19][O:18][CH2:17][C:16]3=[O:21])=[CH:11][CH:10]=2)[CH2:4]1.C(=O)([O-])[O-].[Cs+].[Cs+].[CH2:28]([NH:35][CH2:36][C:37]1[CH:42]=[CH:41][CH:40]=[CH:39][CH:38]=1)[C:29]1[CH:34]=[CH:33][CH:32]=[CH:31][CH:30]=1. No catalyst specified. The product is [CH2:36]([N:35]([CH2:2][C@@H:3]1[O:7][C:6](=[O:8])[N:5]([C:9]2[CH:14]=[CH:13][C:12]([N:15]3[CH2:20][CH2:19][O:18][CH2:17][C:16]3=[O:21])=[CH:11][CH:10]=2)[CH2:4]1)[CH2:28][C:29]1[CH:34]=[CH:33][CH:32]=[CH:31][CH:30]=1)[C:37]1[CH:42]=[CH:41][CH:40]=[CH:39][CH:38]=1. The yield is 0.948. (2) The reactants are [CH:1]12[N:7]([C:8]([O:10][C:11]([CH3:14])([CH3:13])[CH3:12])=[O:9])[CH:4]([CH2:5][CH2:6]1)[CH2:3][CH2:2]2.CN(CCN(C)C)C.[Li]C(CC)C.C1CCCCC1.CON(C)[C:37](=[O:44])[C:38]1[CH:43]=[CH:42][N:41]=[CH:40][CH:39]=1. The catalyst is CCOCC. The product is [C:37]([C:1]12[N:7]([C:8]([O:10][C:11]([CH3:14])([CH3:13])[CH3:12])=[O:9])[CH:4]([CH2:3][CH2:2]1)[CH2:5][CH2:6]2)(=[O:44])[C:38]1[CH:43]=[CH:42][N:41]=[CH:40][CH:39]=1. The yield is 0.500. (3) The reactants are [CH2:1](Br)[C:2]1[CH:7]=[CH:6][CH:5]=[CH:4][CH:3]=1.C([O-])([O-])=O.[K+].[K+].[Cl:15][C:16]1[CH:21]=[CH:20][C:19]([CH:22]=[CH:23][C:24]([NH:26][C:27]2[CH:36]=[CH:35][C:30]([C:31]([O:33][CH3:34])=[O:32])=[C:29]([OH:37])[CH:28]=2)=[O:25])=[CH:18][CH:17]=1.C1CCN2C(=NCCC2)CC1.Cl.[N+:50]([CH3:53])([O-:52])=[O:51]. The catalyst is CN(C=O)C.O. The product is [CH2:1]([O:37][C:29]1[CH:28]=[C:27]([NH:26][C:24](=[O:25])[CH2:23][CH:22]([C:19]2[CH:18]=[CH:17][C:16]([Cl:15])=[CH:21][CH:20]=2)[CH2:53][N+:50]([O-:52])=[O:51])[CH:36]=[CH:35][C:30]=1[C:31]([O:33][CH3:34])=[O:32])[C:2]1[CH:7]=[CH:6][CH:5]=[CH:4][CH:3]=1. The yield is 0.400. (4) The reactants are [N+:1]([C:4]1[CH:9]=[C:8]([C:10]([F:13])([F:12])[F:11])[CH:7]=[C:6]([N+:14]([O-])=O)[C:5]=1[P:17](=[O:30])([C:24]1[CH:29]=[CH:28][CH:27]=[CH:26][CH:25]=1)[C:18]1[CH:23]=[CH:22][CH:21]=[CH:20][CH:19]=1)([O-])=O.O1CCOCC1. The catalyst is Cl. The product is [NH2:14][C:6]1[CH:7]=[C:8]([C:10]([F:12])([F:13])[F:11])[CH:9]=[C:4]([NH2:1])[C:5]=1[P:17](=[O:30])([C:18]1[CH:19]=[CH:20][CH:21]=[CH:22][CH:23]=1)[C:24]1[CH:29]=[CH:28][CH:27]=[CH:26][CH:25]=1. The yield is 0.690. (5) The reactants are C[O:2][C:3]([C:5]1[C:10]([NH2:11])=[N:9][CH:8]=[C:7]([I:12])[N:6]=1)=[O:4].[OH-].[Li+].C(O)(=O)CC(CC(O)=O)(C(O)=O)O. The catalyst is C1COCC1.O.ClCCl. The product is [NH2:11][C:10]1[C:5]([C:3]([OH:4])=[O:2])=[N:6][C:7]([I:12])=[CH:8][N:9]=1. The yield is 0.870. (6) The reactants are C([O:7][C:8]1[CH:13]=[C:12]([CH2:14][CH2:15]OS(C)(=O)=O)[O:11][C:10](=[O:21])[C:9]=1[C:22]1[C:27]([CH3:28])=[CH:26][C:25]([CH3:29])=[CH:24][C:23]=1[CH3:30])(=O)C(C)(C)C.[F:31][C:32]([F:42])([F:41])[O:33][C:34]1[CH:39]=[CH:38][C:37]([SH:40])=[CH:36][CH:35]=1.C([O-])([O-])=O.[K+].[K+]. The catalyst is O1CCCC1. The product is [OH:7][C:8]1[CH:13]=[C:12]([CH2:14][CH2:15][S:40][C:37]2[CH:36]=[CH:35][C:34]([O:33][C:32]([F:31])([F:41])[F:42])=[CH:39][CH:38]=2)[O:11][C:10](=[O:21])[C:9]=1[C:22]1[C:23]([CH3:30])=[CH:24][C:25]([CH3:29])=[CH:26][C:27]=1[CH3:28]. The yield is 0.410. (7) The product is [CH3:37][NH:36][CH:31]1[CH2:30][CH2:29][C:28]2[C:33](=[CH:34][CH:35]=[C:26]([CH2:25][N:19]3[CH2:24][CH2:23][CH2:22][CH2:21][CH2:20]3)[CH:27]=2)[CH2:32]1. The reactants are N1(CC2C=C3C(=CC=2)C(N)CCC3)CCCCC1.[N:19]1([CH2:25][C:26]2[CH:27]=[C:28]3[C:33](=[CH:34][CH:35]=2)[CH2:32][CH:31]([NH:36][C:37](=O)OC(C)(C)C)[CH2:30][CH2:29]3)[CH2:24][CH2:23][CH2:22][CH2:21][CH2:20]1.[H-].[H-].[H-].[H-].[Li+].[Al+3]. The catalyst is C1COCC1. The yield is 0.850.